This data is from Forward reaction prediction with 1.9M reactions from USPTO patents (1976-2016). The task is: Predict the product of the given reaction. (1) Given the reactants N1C(C)=CC=CC=1C.B(Br)(Br)Br.COC(C1C=C(OC)C2CC(C)OC=2C=1)=O.[CH3:29][O:30][C:31]([C:33]1[CH:34]=[C:35]([O:43]C)[CH:36]=[C:37]2[O:41][CH:40]([CH3:42])[CH2:39][C:38]=12)=[O:32], predict the reaction product. The product is: [CH3:29][O:30][C:31]([C:33]1[CH:34]=[C:35]([OH:43])[CH:36]=[C:37]2[O:41][CH:40]([CH3:42])[CH2:39][C:38]=12)=[O:32]. (2) Given the reactants Cl.[CH3:2][N:3]([CH2:5][C:6](Cl)=[O:7])[CH3:4].Cl.Cl.[Cl:11][C:12]1[C:13]([F:38])=[C:14]([NH:18][C:19]2[C:28]3[C:23](=[CH:24][C:25]([O:31][CH:32]4[CH2:37][CH2:36][NH:35][CH2:34][CH2:33]4)=[C:26]([O:29][CH3:30])[CH:27]=3)[N:22]=[CH:21][N:20]=2)[CH:15]=[CH:16][CH:17]=1.C(N(C(C)C)CC)(C)C, predict the reaction product. The product is: [Cl:11][C:12]1[C:13]([F:38])=[C:14]([NH:18][C:19]2[C:28]3[C:23](=[CH:24][C:25]([O:31][CH:32]4[CH2:37][CH2:36][N:35]([C:6](=[O:7])[CH2:5][N:3]([CH3:4])[CH3:2])[CH2:34][CH2:33]4)=[C:26]([O:29][CH3:30])[CH:27]=3)[N:22]=[CH:21][N:20]=2)[CH:15]=[CH:16][CH:17]=1. (3) The product is: [Cl:1][C:2]1[CH:7]=[CH:6][C:5]([C:8]2[CH:13]=[C:12]([C:14]([F:17])([F:15])[F:16])[N:11]3[N:18]=[CH:19][C:20]([C:21]4[O:22][N:34]=[C:32]([C:29]5[CH:28]=[N:27][C:26]([NH2:25])=[N:31][CH:30]=5)[N:33]=4)=[C:10]3[N:9]=2)=[CH:4][C:3]=1[CH3:24]. Given the reactants [Cl:1][C:2]1[CH:7]=[CH:6][C:5]([C:8]2[CH:13]=[C:12]([C:14]([F:17])([F:16])[F:15])[N:11]3[N:18]=[CH:19][C:20]([C:21](O)=[O:22])=[C:10]3[N:9]=2)=[CH:4][C:3]=1[CH3:24].[NH2:25][C:26]1[N:31]=[CH:30][C:29]([C:32]([NH:34]O)=[NH:33])=[CH:28][N:27]=1, predict the reaction product. (4) Given the reactants [CH:1]1([CH2:4][O:5][C:6]2[CH:15]=[N:14][C:13]3[C:12](=O)[N:11]=[CH:10][NH:9][C:8]=3[CH:7]=2)[CH2:3][CH2:2]1.C(N(C(C)C)CC)(C)C.P(Cl)(Cl)([Cl:28])=O, predict the reaction product. The product is: [Cl:28][C:12]1[C:13]2[N:14]=[CH:15][C:6]([O:5][CH2:4][CH:1]3[CH2:3][CH2:2]3)=[CH:7][C:8]=2[N:9]=[CH:10][N:11]=1. (5) Given the reactants [O:1]1[CH2:5][CH2:4][CH2:3][CH:2]1[C:6]([N:8]1[CH2:13][CH2:12][NH:11][CH2:10][CH2:9]1)=[O:7].Cl[C:15]([O:17][CH2:18][CH2:19][CH2:20][Cl:21])=[O:16].C(N(CC)C(C)C)(C)C, predict the reaction product. The product is: [Cl:21][CH2:20][CH2:19][CH2:18][O:17][C:15]([N:11]1[CH2:10][CH2:9][N:8]([C:6]([CH:2]2[CH2:3][CH2:4][CH2:5][O:1]2)=[O:7])[CH2:13][CH2:12]1)=[O:16]. (6) The product is: [OH:38][C@@H:33]1[CH2:34][CH2:35][CH2:36][CH2:37][C@H:32]1[NH:31][C:3]([C:4]1[CH:10]=[C:11]([C:13]2[CH:18]=[C:17]([C:19]([F:22])([F:21])[F:20])[CH:16]=[CH:15][C:14]=2[F:23])[N:30]([CH2:24][C@H:25]2[CH2:26][CH2:27][CH2:28][O:29]2)[C:5]=1[CH3:6])=[O:8]. Given the reactants CO[C:3](=[O:8])[CH2:4][C:5](=O)[CH3:6].Br[CH2:10][C:11]([C:13]1[CH:18]=[C:17]([C:19]([F:22])([F:21])[F:20])[CH:16]=[CH:15][C:14]=1[F:23])=O.[CH2:24]([NH2:30])[C@@H:25]1[O:29][CH2:28][CH2:27][CH2:26]1.[NH2:31][C@@H:32]1[CH2:37][CH2:36][CH2:35][CH2:34][C@H:33]1[OH:38], predict the reaction product.